This data is from Forward reaction prediction with 1.9M reactions from USPTO patents (1976-2016). The task is: Predict the product of the given reaction. Given the reactants [I-].[K+].[Cu][C:4]#[N:5].[F:6][C:7]1[CH:12]=[CH:11][C:10]([CH:13]2[C:21]3[C:16](=[CH:17][C:18](Br)=[CH:19][CH:20]=3)[CH2:15][O:14]2)=[CH:9][CH:8]=1.[C:23]1([CH3:29])C=CC=C[CH:24]=1.[N:30]1[CH:35]=CC=C[CH:31]=1, predict the reaction product. The product is: [CH3:31][N:30]([CH3:35])[CH2:24][CH2:23][CH2:29][C:13]1([C:10]2[CH:11]=[CH:12][C:7]([F:6])=[CH:8][CH:9]=2)[C:21]2[C:16](=[CH:17][C:18]([C:4]#[N:5])=[CH:19][CH:20]=2)[CH2:15][O:14]1.